Dataset: Catalyst prediction with 721,799 reactions and 888 catalyst types from USPTO. Task: Predict which catalyst facilitates the given reaction. (1) Reactant: [N+:1]([C:4]1[NH:8][N:7]=[C:6]([C:9](Cl)=[O:10])[CH:5]=1)([O-:3])=[O:2].[CH3:12][NH:13][C:14]1[CH:23]=[CH:22][C:17]([C:18]([O:20][CH3:21])=[O:19])=[CH:16][CH:15]=1.C(N(CC)CC)C. Product: [CH3:12][N:13]([C:9]([C:6]1[CH:5]=[C:4]([N+:1]([O-:3])=[O:2])[NH:8][N:7]=1)=[O:10])[C:14]1[CH:23]=[CH:22][C:17]([C:18]([O:20][CH3:21])=[O:19])=[CH:16][CH:15]=1. The catalyst class is: 22. (2) Product: [Cl:8][C:9]1[S:13][C:12]([C:14]([CH:2]([NH2:1])[C:3]2[N:4]=[C:5]([CH3:17])[NH:6][CH:7]=2)=[O:15])=[CH:11][CH:10]=1. The catalyst class is: 3. Reactant: [NH2:1][CH2:2][C:3]1[N:4]=[CH:5][NH:6][CH:7]=1.[Cl:8][C:9]1[S:13][C:12]([C:14](Cl)=[O:15])=[CH:11][CH:10]=1.[CH2:17]1COCC1. (3) Reactant: CC(OI1(OC(C)=O)(OC(C)=O)OC(=O)C2C=CC=CC1=2)=O.[CH:23]1([CH2:29][CH2:30][CH2:31][CH2:32][OH:33])[CH2:28][CH2:27][CH2:26][CH2:25][CH2:24]1.C(OCC)C.[OH-].[Na+]. Product: [CH:23]1([CH2:29][CH2:30][CH2:31][CH:32]=[O:33])[CH2:28][CH2:27][CH2:26][CH2:25][CH2:24]1. The catalyst class is: 4. (4) Reactant: Cl.[CH:2]12[CH2:11][CH:6]3[CH2:7][CH:8]([CH2:10][CH:4]([CH2:5]3)[CH:3]1[NH2:12])[CH2:9]2.[OH-].[Na+].Cl[CH2:16][CH:17]([OH:23])[CH2:18][S:19]([OH:22])(=[O:21])=[O:20].[Na]. Product: [CH:2]12[CH2:11][CH:6]3[CH2:7][CH:8]([CH2:10][CH:4]([CH2:5]3)[CH:3]1[NH:12][CH2:16][CH:17]([OH:23])[CH2:18][S:19]([OH:22])(=[O:21])=[O:20])[CH2:9]2. The catalyst class is: 38. (5) Reactant: [F:1][C:2]1[CH:7]=[CH:6][C:5]([S:8]([NH:11][C@@H:12]([CH:17]([OH:19])[CH3:18])[C:13]([O:15][CH3:16])=[O:14])(=[O:10])=[O:9])=[CH:4][CH:3]=1.[C:20]([O-])([O-])=O.[K+].[K+].CI. Product: [CH3:20][N:11]([S:8]([C:5]1[CH:4]=[CH:3][C:2]([F:1])=[CH:7][CH:6]=1)(=[O:9])=[O:10])[C@@H:12]([CH:17]([OH:19])[CH3:18])[C:13]([O:15][CH3:16])=[O:14]. The catalyst class is: 39. (6) Reactant: [CH:1]([C:4]1[NH:8][N:7]=[C:6]([C:9]([OH:11])=[O:10])[CH:5]=1)([CH3:3])[CH3:2].O.N.[CH2:14](O)[CH3:15]. Product: [CH2:14]([O:10][C:9]([C:6]1[CH:5]=[C:4]([CH:1]([CH3:3])[CH3:2])[NH:8][N:7]=1)=[O:11])[CH3:15]. The catalyst class is: 65.